This data is from Reaction yield outcomes from USPTO patents with 853,638 reactions. The task is: Predict the reaction yield, written as a fraction of the theoretical maximum amount of product (1.0 means a 100% yield; for example, 0.34 means a 34% yield). The yield is 0.410. The reactants are Br[C:2]1[C:3]([NH2:19])=[N:4][CH:5]=[C:6]([C:8]2[CH:13]=[CH:12][C:11]([S:14]([CH2:17][CH3:18])(=[O:16])=[O:15])=[CH:10][CH:9]=2)[CH:7]=1.[O:20]=[C:21]1[C:30]2[C:25](=[CH:26][C:27](B(O)O)=[CH:28][CH:29]=2)[CH2:24][CH2:23][NH:22]1.C([O-])([O-])=O.[Na+].[Na+].CC#N. The product is [NH2:19][C:3]1[C:2]([C:27]2[CH:26]=[C:25]3[C:30](=[CH:29][CH:28]=2)[C:21](=[O:20])[NH:22][CH2:23][CH2:24]3)=[CH:7][C:6]([C:8]2[CH:13]=[CH:12][C:11]([S:14]([CH2:17][CH3:18])(=[O:16])=[O:15])=[CH:10][CH:9]=2)=[CH:5][N:4]=1. The catalyst is Cl[Pd](Cl)([P](C1C=CC=CC=1)(C1C=CC=CC=1)C1C=CC=CC=1)[P](C1C=CC=CC=1)(C1C=CC=CC=1)C1C=CC=CC=1.O.